Dataset: Reaction yield outcomes from USPTO patents with 853,638 reactions. Task: Predict the reaction yield, written as a fraction of the theoretical maximum amount of product (1.0 means a 100% yield; for example, 0.34 means a 34% yield). (1) The reactants are [CH3:1][O:2][C:3](=[O:29])[C:4]1[CH:9]=[CH:8][C:7]([CH2:10][C:11]2([CH2:21][C:22]3[CH:27]=[CH:26][C:25]([Br:28])=[CH:24][CH:23]=3)C(=O)OC(C)(C)[O:13][C:12]2=O)=[CH:6][CH:5]=1.[O:30]1[C:35]2=[CH:36][CH:37]=[CH:38][C:34]2=[CH:33][CH:32]=[C:31]1[NH:39][C:40]1[CH:45]=[CH:44][CH:43]=[CH:42][CH:41]=1. The catalyst is CN1C(=O)CCC1.O. The product is [CH3:1][O:2][C:3](=[O:29])[C:4]1[CH:5]=[CH:6][C:7]([CH2:10][CH:11]([C:12](=[O:13])[N:39]([C:31]2[O:30][C:35]3=[CH:36][CH:37]=[CH:38][C:34]3=[CH:33][CH:32]=2)[C:40]2[CH:41]=[CH:42][CH:43]=[CH:44][CH:45]=2)[CH2:21][C:22]2[CH:23]=[CH:24][C:25]([Br:28])=[CH:26][CH:27]=2)=[CH:8][CH:9]=1. The yield is 0.560. (2) The reactants are [F:1][C:2]1[CH:7]=[CH:6][C:5]([C:8]2[S:9][C:10]3[N:11]=[CH:12][N:13]=[C:14]([N:17]4[CH2:22][CH2:21][NH:20][CH2:19][CH2:18]4)[C:15]=3[N:16]=2)=[CH:4][CH:3]=1.[CH3:23][O:24][C:25]1[CH:35]=[CH:34][C:28]([O:29][CH2:30][C:31](O)=[O:32])=[CH:27][CH:26]=1. No catalyst specified. The product is [F:1][C:2]1[CH:7]=[CH:6][C:5]([C:8]2[S:9][C:10]3[N:11]=[CH:12][N:13]=[C:14]([N:17]4[CH2:22][CH2:21][N:20]([C:31](=[O:32])[CH2:30][O:29][C:28]5[CH:34]=[CH:35][C:25]([O:24][CH3:23])=[CH:26][CH:27]=5)[CH2:19][CH2:18]4)[C:15]=3[N:16]=2)=[CH:4][CH:3]=1. The yield is 0.510. (3) The catalyst is CN(C=O)C. The yield is 0.490. The reactants are [NH2:1][C:2]([C:4]1[CH:9]=[C:8]([C:10]([NH:12][CH2:13][C:14]([CH3:17])([CH3:16])[CH3:15])=[O:11])[CH:7]=[CH:6][C:5]=1[C:18]1[C:23]([CH3:24])=[C:22]([F:25])[CH:21]=[C:20]([C:26]([OH:28])=O)[CH:19]=1)=[O:3].CN(C(ON1N=NC2C=CC=CC1=2)=[N+](C)C)C.F[P-](F)(F)(F)(F)F.CCN(CC)CC.[NH2:60][CH2:61][C@@H:62]([OH:64])[CH3:63]. The product is [CH3:15][C:14]([CH3:17])([CH3:16])[CH2:13][NH:12][C:10]([C:8]1[CH:9]=[C:4]([C:2]([NH2:1])=[O:3])[C:5]([C:18]2[C:23]([CH3:24])=[C:22]([F:25])[CH:21]=[C:20]([C:26]([NH:60][CH2:61][C@@H:62]([OH:64])[CH3:63])=[O:28])[CH:19]=2)=[CH:6][CH:7]=1)=[O:11]. (4) The reactants are [C:1]1([C:7]([N:9]2[CH2:14][CH2:13][CH:12]([CH2:15][N:16]3[C:20]4[CH:21]=[CH:22][C:23]([C:25]5[CH:26]=[N:27][N:28](C6CCCCO6)[CH:29]=5)=[CH:24][C:19]=4[N:18]=[CH:17]3)[CH2:11][CH2:10]2)=[O:8])[CH:6]=[CH:5][CH:4]=[CH:3][CH:2]=1.C(=O)(O)[O-].[Na+]. The catalyst is CO.ClCCl. The product is [NH:27]1[CH:26]=[C:25]([C:23]2[CH:22]=[CH:21][C:20]3[N:16]([CH2:15][CH:12]4[CH2:13][CH2:14][N:9]([C:7]([C:1]5[CH:6]=[CH:5][CH:4]=[CH:3][CH:2]=5)=[O:8])[CH2:10][CH2:11]4)[CH:17]=[N:18][C:19]=3[CH:24]=2)[CH:29]=[N:28]1. The yield is 0.420. (5) The yield is 0.310. The reactants are C(=O)([O-])[O-].[Cs+].[Cs+].[NH2:7][C:8]1[N:13]=[CH:12][C:11]([C:14]([N:16]2[C@@H:21]([CH3:22])[CH2:20][O:19][CH2:18][C@@H:17]2[CH3:23])=[O:15])=[CH:10][CH:9]=1.Br[C:25]1[C:26](=[O:33])[N:27]([CH3:32])[N:28]=[C:29]([Cl:31])[CH:30]=1.CC1(C)C2C(=C(P(C3C=CC=CC=3)C3C=CC=CC=3)C=CC=2)OC2C(P(C3C=CC=CC=3)C3C=CC=CC=3)=CC=CC1=2. The catalyst is C1C=CC(/C=C/C(/C=C/C2C=CC=CC=2)=O)=CC=1.C1C=CC(/C=C/C(/C=C/C2C=CC=CC=2)=O)=CC=1.C1C=CC(/C=C/C(/C=C/C2C=CC=CC=2)=O)=CC=1.[Pd].[Pd].O1CCOCC1. The product is [Cl:31][C:29]1[CH:30]=[C:25]([NH:7][C:8]2[CH:9]=[CH:10][C:11]([C:14]([N:16]3[C@@H:21]([CH3:22])[CH2:20][O:19][CH2:18][C@@H:17]3[CH3:23])=[O:15])=[CH:12][N:13]=2)[C:26](=[O:33])[N:27]([CH3:32])[N:28]=1. (6) The reactants are [NH:1]1[CH2:11][CH2:10][CH:4]([C:5]([O:7][CH2:8][CH3:9])=[O:6])[CH2:3][CH2:2]1.[C:12]([O:16][C:17](O[C:17]([O:16][C:12]([CH3:15])([CH3:14])[CH3:13])=[O:18])=[O:18])([CH3:15])([CH3:14])[CH3:13]. The catalyst is ClCCl.C(N(CC)CC)C. The product is [CH2:8]([O:7][C:5]([CH:4]1[CH2:3][CH2:2][N:1]([C:17]([O:16][C:12]([CH3:15])([CH3:14])[CH3:13])=[O:18])[CH2:11][CH2:10]1)=[O:6])[CH3:9]. The yield is 1.00.